From a dataset of Merck oncology drug combination screen with 23,052 pairs across 39 cell lines. Regression. Given two drug SMILES strings and cell line genomic features, predict the synergy score measuring deviation from expected non-interaction effect. Drug 1: O=C(O)C1(Cc2cccc(Nc3nccs3)n2)CCC(Oc2cccc(Cl)c2F)CC1. Drug 2: CCC1(O)C(=O)OCc2c1cc1n(c2=O)Cc2cc3c(CN(C)C)c(O)ccc3nc2-1. Synergy scores: synergy=6.40. Cell line: UWB1289BRCA1.